Dataset: Reaction yield outcomes from USPTO patents with 853,638 reactions. Task: Predict the reaction yield, written as a fraction of the theoretical maximum amount of product (1.0 means a 100% yield; for example, 0.34 means a 34% yield). (1) The reactants are [C:1]([O:4][C@@H:5]1[C@@H:9]2[O:10][Si:11]([CH:25]([CH3:27])[CH3:26])([CH:22]([CH3:24])[CH3:23])[O:12][Si:13]([CH:19]([CH3:21])[CH3:20])([CH:16]([CH3:18])[CH3:17])[O:14][CH2:15][C@H:8]2[O:7][C@H:6]1[N:28]1[C:32]2[N:33]=[CH:34][N:35]=[C:36]([NH2:37])[C:31]=2[C:30](/[C:38](=[N:40]/OC(=O)C)/[NH2:39])=[CH:29]1)(=[O:3])[CH3:2].C(O)=O.C(=O)([O-])[O-].[K+].[K+]. The catalyst is CO.C(O)(=O)C.[Pd]. The product is [C:1]([O:4][C@@H:5]1[C@@H:9]2[O:10][Si:11]([CH:25]([CH3:27])[CH3:26])([CH:22]([CH3:24])[CH3:23])[O:12][Si:13]([CH:19]([CH3:20])[CH3:21])([CH:16]([CH3:17])[CH3:18])[O:14][CH2:15][C@H:8]2[O:7][C@H:6]1[N:28]1[C:32]2[N:33]=[CH:34][N:35]=[C:36]([NH2:37])[C:31]=2[C:30]([C:38](=[NH:39])[NH2:40])=[CH:29]1)(=[O:3])[CH3:2]. The yield is 0.590. (2) The reactants are [C:1]([O:5][C:6]([N:8]1[CH2:13][CH2:12][CH2:11][C@H:10]([O:14]S(C)(=O)=O)[CH2:9]1)=[O:7])([CH3:4])([CH3:3])[CH3:2].[CH3:19][O:20][C:21](=[O:29])[C:22]1[CH:27]=[C:26](O)[CH:25]=[N:24][CH:23]=1.C([O-])([O-])=O.[Cs+].[Cs+]. The catalyst is CN(C=O)C. The product is [C:1]([O:5][C:6]([N:8]1[CH2:13][CH2:12][CH2:11][C@@H:10]([O:14][C:26]2[CH:25]=[N:24][CH:23]=[C:22]([CH:27]=2)[C:21]([O:20][CH3:19])=[O:29])[CH2:9]1)=[O:7])([CH3:4])([CH3:3])[CH3:2]. The yield is 0.270. (3) The reactants are [O:1]=[C:2]([CH2:9][CH3:10])[CH2:3][C:4]([O:6][CH2:7][CH3:8])=[O:5].[Br:11]Br. The catalyst is O. The product is [Br:11][CH:3]([C:2](=[O:1])[CH2:9][CH3:10])[C:4]([O:6][CH2:7][CH3:8])=[O:5]. The yield is 0.940.